From a dataset of Full USPTO retrosynthesis dataset with 1.9M reactions from patents (1976-2016). Predict the reactants needed to synthesize the given product. (1) Given the product [OH:1][C@@:2]1([C:9]#[C:10][C:11]2[CH:12]=[C:13]([C:17]3[N:22]=[C:21]([C:23]([NH2:34])=[O:25])[CH:20]=[C:19]([C:28]4[CH:32]=[CH:31][N:30]([CH3:33])[N:29]=4)[N:18]=3)[CH:14]=[CH:15][CH:16]=2)[CH2:6][CH2:5][N:4]([CH3:7])[C:3]1=[O:8], predict the reactants needed to synthesize it. The reactants are: [OH:1][C@@:2]1([C:9]#[C:10][C:11]2[CH:12]=[C:13]([C:17]3[N:22]=[C:21]([C:23]([O:25]CC)=O)[CH:20]=[C:19]([C:28]4[CH:32]=[CH:31][N:30]([CH3:33])[N:29]=4)[N:18]=3)[CH:14]=[CH:15][CH:16]=2)[CH2:6][CH2:5][N:4]([CH3:7])[C:3]1=[O:8].[NH3:34]. (2) Given the product [C:1]1([CH:7]2[CH2:16][CH2:15][C:14]3[C:9](=[CH:10][CH:11]=[CH:12][CH:13]=3)[CH:8]2[C:17]2[CH:22]=[CH:21][C:20]([CH:23]=[CH:24][C:25]([NH:32][S:29]([CH3:28])(=[O:31])=[O:30])=[O:27])=[CH:19][CH:18]=2)[CH:6]=[CH:5][CH:4]=[CH:3][CH:2]=1, predict the reactants needed to synthesize it. The reactants are: [C:1]1([CH:7]2[CH2:16][CH2:15][C:14]3[C:9](=[CH:10][CH:11]=[CH:12][CH:13]=3)[CH:8]2[C:17]2[CH:22]=[CH:21][C:20]([CH:23]=[CH:24][C:25]([OH:27])=O)=[CH:19][CH:18]=2)[CH:6]=[CH:5][CH:4]=[CH:3][CH:2]=1.[CH3:28][S:29]([NH2:32])(=[O:31])=[O:30]. (3) Given the product [CH2:1]([O:3][C:4](=[O:9])[CH:5]([O:17][CH2:10][C:11]1[CH:16]=[CH:15][CH:14]=[CH:13][CH:12]=1)[CH2:6][CH3:7])[CH3:2], predict the reactants needed to synthesize it. The reactants are: [CH2:1]([O:3][C:4](=[O:9])[CH:5](Br)[CH2:6][CH3:7])[CH3:2].[CH2:10]([OH:17])[C:11]1[CH:16]=[CH:15][CH:14]=[CH:13][CH:12]=1.[OH-].[K+]. (4) Given the product [C:6]1([C:12]([C:14]2[CH:15]=[CH:16][CH:17]=[CH:18][CH:19]=2)([C:20]2[CH:21]=[CH:22][CH:23]=[CH:24][CH:25]=2)[S:3][CH2:2][CH2:1][NH2:4])[CH:7]=[CH:8][CH:9]=[CH:10][CH:11]=1, predict the reactants needed to synthesize it. The reactants are: [CH2:1]([NH2:4])[CH2:2][SH:3].Cl.[C:6]1([C:12]([C:20]2[CH:25]=[CH:24][CH:23]=[CH:22][CH:21]=2)([C:14]2[CH:19]=[CH:18][CH:17]=[CH:16][CH:15]=2)O)[CH:11]=[CH:10][CH:9]=[CH:8][CH:7]=1.C(N(CC)CC)C.C(=O)(O)[O-].[Na+]. (5) The reactants are: [CH3:1]C1C=CC(S(O)(=O)=O)=CC=1.[Br:12][C:13]1[CH:14]=[N:15][CH:16]=[CH:17][C:18]=1[CH:19]=[O:20].[CH2:21]([O:23]C(=O)C)C. Given the product [Br:12][C:13]1[CH:14]=[N:15][CH:16]=[CH:17][C:18]=1[CH:19]([O:23][CH3:21])[O:20][CH3:1], predict the reactants needed to synthesize it. (6) Given the product [F:19][C:16]1[CH:17]=[CH:18][C:13]([O:12][C:10]2[CH:9]=[CH:8][N:7]=[C:6]([CH:4]([NH2:1])[CH3:5])[N:11]=2)=[CH:14][CH:15]=1, predict the reactants needed to synthesize it. The reactants are: [N:1]([CH:4]([C:6]1[N:11]=[C:10]([O:12][C:13]2[CH:18]=[CH:17][C:16]([F:19])=[CH:15][CH:14]=2)[CH:9]=[CH:8][N:7]=1)[CH3:5])=[N+]=[N-].